Dataset: Catalyst prediction with 721,799 reactions and 888 catalyst types from USPTO. Task: Predict which catalyst facilitates the given reaction. (1) Reactant: [BH4-].[Na+].[CH2:3]([O:10][C:11]([NH:13][C@H:14]([C:22]1[CH:27]=[CH:26][C:25]([O:28][CH3:29])=[CH:24][CH:23]=1)[C@H:15]([OH:21])[C:16](OCC)=[O:17])=[O:12])[C:4]1[CH:9]=[CH:8][CH:7]=[CH:6][CH:5]=1. Product: [OH:21][C@H:15]([CH2:16][OH:17])[C@H:14]([NH:13][C:11](=[O:12])[O:10][CH2:3][C:4]1[CH:9]=[CH:8][CH:7]=[CH:6][CH:5]=1)[C:22]1[CH:27]=[CH:26][C:25]([O:28][CH3:29])=[CH:24][CH:23]=1. The catalyst class is: 36. (2) Reactant: [CH3:1][O:2][C:3](=[O:32])[C:4](=[C:13]1[CH2:16][N:15]([CH:17]([C:25]2[CH:30]=[CH:29][C:28]([Cl:31])=[CH:27][CH:26]=2)[C:18]2[CH:23]=[CH:22][C:21]([Cl:24])=[CH:20][CH:19]=2)[CH2:14]1)[C:5]1[CH:10]=[C:9]([F:11])[CH:8]=[C:7]([F:12])[CH:6]=1.[BH4-].[Na+].CCOCC. Product: [Cl:31][C:28]1[CH:27]=[CH:26][C:25]([CH:17]([C:18]2[CH:19]=[CH:20][C:21]([Cl:24])=[CH:22][CH:23]=2)[N:15]2[CH2:14][CH:13]([CH:4]([C:5]3[CH:6]=[C:7]([F:12])[CH:8]=[C:9]([F:11])[CH:10]=3)[C:3]([O:2][CH3:1])=[O:32])[CH2:16]2)=[CH:30][CH:29]=1. The catalyst class is: 100. (3) Reactant: [Cl:1][C:2]1[CH:7]=[CH:6][C:5](/[C:8](=[C:15]2/[C:16](=[O:37])[N:17]([CH2:24][C:25]3[CH:30]=[C:29]([O:31]C)[C:28]([O:33]C)=[C:27]([O:35]C)[CH:26]=3)[C:18]3[C:23]/2=[CH:22][CH:21]=[CH:20][CH:19]=3)/[C:9]2[CH:14]=[CH:13][CH:12]=[CH:11][CH:10]=2)=[CH:4][CH:3]=1.ClC1C=CC(/C(=C2\C(=O)N(CC3C=C(OC)C(OC)=C(OC)C=3)C3C\2=CC=CC=3)/C2C=CC=CC=2)=CC=1.B(Br)(Br)Br. Product: [Cl:1][C:2]1[CH:7]=[CH:6][C:5](/[C:8](=[C:15]2/[C:16](=[O:37])[N:17]([CH2:24][C:25]3[CH:26]=[C:27]([OH:35])[C:28]([OH:33])=[C:29]([OH:31])[CH:30]=3)[C:18]3[C:23]/2=[CH:22][CH:21]=[CH:20][CH:19]=3)/[C:9]2[CH:14]=[CH:13][CH:12]=[CH:11][CH:10]=2)=[CH:4][CH:3]=1. The catalyst class is: 4. (4) Reactant: [Cl:1][C:2]1[N:7]=[C:6](Cl)[C:5]([Cl:9])=[CH:4][N:3]=1.[NH2:10][C:11]1[CH:15]=[C:14]([CH:16]2[CH2:18][CH2:17]2)[NH:13][N:12]=1.C(N(CC)CC)C. Product: [Cl:1][C:2]1[N:7]=[C:6]([NH:10][C:11]2[CH:15]=[C:14]([CH:16]3[CH2:18][CH2:17]3)[NH:13][N:12]=2)[C:5]([Cl:9])=[CH:4][N:3]=1. The catalyst class is: 14. (5) Reactant: Cl[C:2]1[CH:7]=[C:6]2[CH2:8][O:9][C:10]3[CH:37]=[C:36]4[C:13]([CH2:14][CH2:15][C:16]5[N:20]=[C:19]([C@@H:21]6[CH2:25][C@H:24]([CH2:26][O:27][CH3:28])[CH2:23][N:22]6[C:29]([O:31][C:32]([CH3:35])([CH3:34])[CH3:33])=[O:30])[NH:18][C:17]=54)=[CH:12][C:11]=3[C:5]2=[CH:4][CH:3]=1.[B:38]1([B:38]2[O:42][C:41]([CH3:44])([CH3:43])[C:40]([CH3:46])([CH3:45])[O:39]2)[O:42][C:41]([CH3:44])([CH3:43])[C:40]([CH3:46])([CH3:45])[O:39]1.C([O-])(=O)C.[K+]. Product: [CH3:28][O:27][CH2:26][C@@H:24]1[CH2:23][N:22]([C:29]([O:31][C:32]([CH3:33])([CH3:35])[CH3:34])=[O:30])[C@H:21]([C:19]2[NH:18][C:17]3[C:36]4[C:13]([CH2:14][CH2:15][C:16]=3[N:20]=2)=[CH:12][C:11]2[C:5]3[C:6]([CH2:8][O:9][C:10]=2[CH:37]=4)=[CH:7][C:2]([B:38]2[O:42][C:41]([CH3:44])([CH3:43])[C:40]([CH3:46])([CH3:45])[O:39]2)=[CH:3][CH:4]=3)[CH2:25]1. The catalyst class is: 155. (6) Reactant: [Cl:1][C:2]1[CH:7]=[C:6]([C:8]([OH:10])=[O:9])[CH:5]=[CH:4][N:3]=1.[C:11](=O)(O)[O-].[Na+]. Product: [CH3:11][O:9][C:8]([C:6]1[CH:5]=[CH:4][N:3]=[C:2]([Cl:1])[CH:7]=1)=[O:10]. The catalyst class is: 5. (7) Reactant: [O:1]=[C:2]1[N:6]([C:7]2[CH:8]=[CH:9][C:10]3[C:16](=[O:17])[CH2:15][CH2:14][CH2:13][CH2:12][C:11]=3[CH:18]=2)[CH2:5][C@H:4]([CH2:19][NH:20][C:21](=[O:23])[CH3:22])[O:3]1.[S:24]1[CH:28]=[CH:27][N:26]=[C:25]1[CH:29]=O.N1CCCCC1. Product: [O:1]=[C:2]1[N:6]([C:7]2[CH:8]=[CH:9][C:10]3[C:16](=[O:17])[C:15](=[CH:29][C:25]4[S:24][CH:28]=[CH:27][N:26]=4)[CH2:14][CH2:13][CH2:12][C:11]=3[CH:18]=2)[CH2:5][C@H:4]([CH2:19][NH:20][C:21](=[O:23])[CH3:22])[O:3]1. The catalyst class is: 15. (8) The catalyst class is: 223. Product: [C:2]([C:14]1[CH:15]=[C:16]([CH:20]=[C:21]([N+:24]([O-:26])=[O:25])[C:22]=1[CH3:23])[C:17]([OH:19])=[O:18])#[N:3]. Reactant: [Cu](C#N)[C:2]#[N:3].[C-]#N.[Na+].N([O-])=O.[Na+].N[C:14]1[CH:15]=[C:16]([CH:20]=[C:21]([N+:24]([O-:26])=[O:25])[C:22]=1[CH3:23])[C:17]([OH:19])=[O:18].[C-]#N.[Na+].[Cu](C#N)C#N. (9) Reactant: [NH2:1][C:2]1[CH:3]=[C:4]([O:9][CH3:10])[C:5](Br)=[CH:6][CH:7]=1.[C:22]([O:21][C:19](O[C:19]([O:21][C:22]([CH3:25])([CH3:24])[CH3:23])=[O:20])=[O:20])([CH3:25])([CH3:24])[CH3:23].[B:26]1([B:26]2[O:30][C:29]([CH3:32])([CH3:31])[C:28]([CH3:34])([CH3:33])[O:27]2)[O:30][C:29]([CH3:32])([CH3:31])[C:28]([CH3:34])([CH3:33])[O:27]1.C([O-])(=O)C.[K+]. The catalyst class is: 887. Product: [C:22]([O:21][C:19](=[O:20])[NH:1][C:2]1[CH:7]=[CH:6][C:5]([B:26]2[O:30][C:29]([CH3:32])([CH3:31])[C:28]([CH3:34])([CH3:33])[O:27]2)=[C:4]([O:9][CH3:10])[CH:3]=1)([CH3:23])([CH3:24])[CH3:25].